This data is from Reaction yield outcomes from USPTO patents with 853,638 reactions. The task is: Predict the reaction yield, written as a fraction of the theoretical maximum amount of product (1.0 means a 100% yield; for example, 0.34 means a 34% yield). (1) The reactants are [NH:1]([C:3]1[CH:4]=[C:5]([CH:8]=[CH:9][N:10]=1)[C:6]#[N:7])[NH2:2].CN(C)/[CH:13]=[CH:14]/[C:15]([O:17][CH2:18][CH3:19])=[O:16].CC(O)=O. The catalyst is CCO. The product is [C:6]([C:5]1[CH:8]=[CH:9][N:10]=[C:3]([NH:1][NH:2]/[CH:13]=[CH:14]/[C:15]([O:17][CH2:18][CH3:19])=[O:16])[CH:4]=1)#[N:7]. The yield is 0.350. (2) The reactants are [Cl:1][C:2]1[C:7]([OH:8])=[C:6](I)[CH:5]=[C:4]([CH2:10][OH:11])[N:3]=1.[CH3:12][Si:13]([C:16]#[CH:17])([CH3:15])[CH3:14]. The catalyst is C(Cl)(Cl)Cl.[Pd](Cl)Cl.C1(P(C2C=CC=CC=2)C2C=CC=CC=2)C=CC=CC=1.C1(P(C2C=CC=CC=2)C2C=CC=CC=2)C=CC=CC=1. The product is [Cl:1][C:2]1[C:7]([OH:8])=[C:6]([C:17]#[C:16][Si:13]([CH3:15])([CH3:14])[CH3:12])[CH:5]=[C:4]([CH2:10][OH:11])[N:3]=1. The yield is 0.920. (3) The reactants are [OH:1][CH:2]1[CH2:7][CH2:6][N:5]([C:8]([O:10][C:11]([CH3:14])([CH3:13])[CH3:12])=[O:9])[CH2:4][CH2:3]1.C(N(CC)CC)C.[CH3:22][S:23](Cl)(=[O:25])=[O:24]. The catalyst is ClCCl. The product is [CH3:22][S:23]([O:1][CH:2]1[CH2:3][CH2:4][N:5]([C:8]([O:10][C:11]([CH3:14])([CH3:13])[CH3:12])=[O:9])[CH2:6][CH2:7]1)(=[O:25])=[O:24]. The yield is 1.00.